From a dataset of Full USPTO retrosynthesis dataset with 1.9M reactions from patents (1976-2016). Predict the reactants needed to synthesize the given product. (1) Given the product [Cl:1][C:2]1[N:7]=[C:10]([N:11]2[CH2:16][CH2:15][N:14]([CH3:18])[CH2:13][CH2:12]2)[N:5]=[C:4]([NH2:9])[N:3]=1, predict the reactants needed to synthesize it. The reactants are: [Cl:1][C:2]1[N:7]=C(Cl)[N:5]=[C:4]([NH2:9])[N:3]=1.[CH3:10][N:11]1[CH2:16][CH2:15][NH:14][CH2:13][CH2:12]1.O1CCC[CH2:18]1. (2) Given the product [Cl:3][C:4]1[CH:9]=[C:8]([OH:1])[CH:7]=[N:6][C:5]=1[O:19][CH2:20][C:21]([F:26])([F:25])[CH:22]([F:24])[F:23], predict the reactants needed to synthesize it. The reactants are: [OH:1]O.[Cl:3][C:4]1[C:5]([O:19][CH2:20][C:21]([F:26])([F:25])[CH:22]([F:24])[F:23])=[N:6][CH:7]=[C:8](B2OC(C)(C)C(C)(C)O2)[CH:9]=1. (3) Given the product [Br:11][C:9]1[CH:8]=[CH:4][C:14]([C:13]([OH:16])=[O:15])=[C:2]([OH:1])[CH:10]=1, predict the reactants needed to synthesize it. The reactants are: [OH:1][C:2]1C=[C:4]([CH:8]=[CH:9][CH:10]=1)C(O)=O.[Br:11]Br.[C:13]([OH:16])(=[O:15])[CH3:14]. (4) Given the product [Cl:1][C:2]1[CH:7]=[CH:6][C:5]([C:8]2([C:13]3[S:15][CH:17]=[C:18]([C:19]([O:21][CH2:22][CH3:23])=[O:20])[N:14]=3)[CH2:12][CH2:11][O:10][CH2:9]2)=[CH:4][CH:3]=1, predict the reactants needed to synthesize it. The reactants are: [Cl:1][C:2]1[CH:7]=[CH:6][C:5]([C:8]2([C:13](=[S:15])[NH2:14])[CH2:12][CH2:11][O:10][CH2:9]2)=[CH:4][CH:3]=1.Br[CH2:17][C:18](=O)[C:19]([O:21][CH2:22][CH3:23])=[O:20].